Dataset: Peptide-MHC class I binding affinity with 185,985 pairs from IEDB/IMGT. Task: Regression. Given a peptide amino acid sequence and an MHC pseudo amino acid sequence, predict their binding affinity value. This is MHC class I binding data. (1) The peptide sequence is FYPINDDFY. The MHC is HLA-A03:01 with pseudo-sequence HLA-A03:01. The binding affinity (normalized) is 0.0847. (2) The peptide sequence is YSLEYFQFVKK. The MHC is HLA-A24:02 with pseudo-sequence HLA-A24:02. The binding affinity (normalized) is 0.0847.